Dataset: Catalyst prediction with 721,799 reactions and 888 catalyst types from USPTO. Task: Predict which catalyst facilitates the given reaction. Reactant: [Br:1][C:2]1[CH:3]=[CH:4][C:5]([Cl:11])=[C:6]([CH:10]=1)[C:7](Cl)=[O:8].[CH2:12]([O:14][C:15]1[CH:20]=[CH:19][CH:18]=[C:17]([F:21])[C:16]=1[F:22])[CH3:13].[Cl-].[Al+3].[Cl-].[Cl-]. Product: [Br:1][C:2]1[CH:3]=[CH:4][C:5]([Cl:11])=[C:6]([C:7]([C:18]2[CH:19]=[CH:20][C:15]([O:14][CH2:12][CH3:13])=[C:16]([F:22])[C:17]=2[F:21])=[O:8])[CH:10]=1. The catalyst class is: 4.